From a dataset of Forward reaction prediction with 1.9M reactions from USPTO patents (1976-2016). Predict the product of the given reaction. (1) Given the reactants O[C:2]1[CH:7]=[CH:6][CH:5]=[CH:4][C:3]=1[C:8](=[O:20])[CH2:9][C:10]([C:12]1[CH:17]=[C:16](OC)[CH:15]=[CH:14][N:13]=1)=[O:11].C[C:22](O)=[O:23], predict the reaction product. The product is: [CH3:22][O:23][C:15]1[CH:16]=[CH:17][C:12]([C:10]2[O:11][C:2]3[C:3]([C:8](=[O:20])[CH:9]=2)=[CH:4][CH:5]=[CH:6][CH:7]=3)=[N:13][CH:14]=1. (2) Given the reactants FC(F)(F)C1C=C(NC(=O)NC2C=CC(C3SC(CCC(OC)=O)=NC=3)=CC=2)C=CC=1.[NH2:32][C:33]1[CH:38]=[CH:37][C:36]([C:39]2[S:43][C:42]([C:44]([NH:47][S:48]([C:51]([F:54])([F:53])[F:52])(=[O:50])=[O:49])([CH3:46])[CH3:45])=[N:41][CH:40]=2)=[CH:35][CH:34]=1.[F:55][C:56]1[CH:61]=[CH:60][CH:59]=[CH:58][C:57]=1[N:62]=[C:63]=[O:64], predict the reaction product. The product is: [F:54][C:51]([F:52])([F:53])[S:48]([NH:47][C:44]([C:42]1[S:43][C:39]([C:36]2[CH:35]=[CH:34][C:33]([NH:32][C:63]([NH:62][C:57]3[CH:58]=[CH:59][CH:60]=[CH:61][C:56]=3[F:55])=[O:64])=[CH:38][CH:37]=2)=[CH:40][N:41]=1)([CH3:45])[CH3:46])(=[O:50])=[O:49]. (3) Given the reactants [F:1][C:2]1[CH:9]=[C:8]([O:10][CH3:11])[C:7]([O:12][CH3:13])=[CH:6][C:3]=1[CH:4]=[O:5].CC(C)=[O:16].OS(O)(=O)=O.O=[Cr](=O)=O, predict the reaction product. The product is: [F:1][C:2]1[CH:9]=[C:8]([O:10][CH3:11])[C:7]([O:12][CH3:13])=[CH:6][C:3]=1[C:4]([OH:16])=[O:5]. (4) The product is: [Br:1][C:2]1[CH:3]=[CH:4][C:5]([C:8]2[N:9]([CH2:13][C@@H:14]3[CH2:18][CH2:17][N:16]([C:19]([CH:33]4[CH2:35][CH2:34]4)=[O:21])[CH2:15]3)[CH:10]=[CH:11][N:12]=2)=[CH:6][CH:7]=1. Given the reactants [Br:1][C:2]1[CH:7]=[CH:6][C:5]([C:8]2[N:9]([CH2:13][CH:14]3[CH2:18][CH2:17][N:16]([C:19]([O:21]C(C)(C)C)=O)[CH2:15]3)[CH:10]=[CH:11][N:12]=2)=[CH:4][CH:3]=1.Cl.CCN([CH:33]([CH3:35])[CH3:34])C(C)C.C1(C(Cl)=O)CC1, predict the reaction product. (5) Given the reactants [F:1][C:2]1[CH:28]=[CH:27][CH:26]=[C:25]([F:29])[C:3]=1[O:4][C:5]1[CH:6]=[N:7][N:8]([CH:12]([CH2:16][C:17]2[C:22]([F:23])=[CH:21][CH:20]=[CH:19][C:18]=2[F:24])[C:13](O)=[O:14])[C:9](=[O:11])[CH:10]=1.[CH3:30][C:31]1([CH3:43])[O:35][C@H:34]([CH2:36][N:37]2[CH:41]=[CH:40][C:39]([NH2:42])=[N:38]2)[CH2:33][O:32]1, predict the reaction product. The product is: [F:29][C:25]1[CH:26]=[CH:27][CH:28]=[C:2]([F:1])[C:3]=1[O:4][C:5]1[CH:6]=[N:7][N:8]([CH:12]([CH2:16][C:17]2[C:18]([F:24])=[CH:19][CH:20]=[CH:21][C:22]=2[F:23])[C:13]([NH:42][C:39]2[CH:40]=[CH:41][N:37]([CH2:36][C@@H:34]3[CH2:33][O:32][C:31]([CH3:43])([CH3:30])[O:35]3)[N:38]=2)=[O:14])[C:9](=[O:11])[CH:10]=1. (6) Given the reactants S(OS([O-])=O)([O-])=O.[Na+].[Na+].[CH2:10]([N:12]1[C:24]2[CH:23]=[CH:22][C:21]([CH:25]=O)=[CH:20][C:19]=2[C:18]2[C:13]1=[CH:14][CH:15]=[CH:16][CH:17]=2)[CH3:11].[Br:27][C:28]1[CH:29]=[C:30]([NH2:37])[C:31]([NH2:36])=[CH:32][C:33]=1[O:34][CH3:35].C(=O)([O-])O.[Na+], predict the reaction product. The product is: [Br:27][C:28]1[C:33]([O:34][CH3:35])=[CH:32][C:31]2[NH:36][C:25]([C:21]3[CH:22]=[CH:23][C:24]4[N:12]([CH2:10][CH3:11])[C:13]5[C:18]([C:19]=4[CH:20]=3)=[CH:17][CH:16]=[CH:15][CH:14]=5)=[N:37][C:30]=2[CH:29]=1.